Dataset: Forward reaction prediction with 1.9M reactions from USPTO patents (1976-2016). Task: Predict the product of the given reaction. (1) The product is: [N+:1]([C:4]1[CH:5]=[C:6]([N:10]2[C:11]3[C:12](=[CH:15][CH:16]=[CH:17][N:18]=3)[CH:13]=[C:28]([CH2:27][CH2:26][CH2:25][C:21]3[N:20]=[N:19][CH:24]=[CH:23][CH:22]=3)[C:29]2=[O:30])[CH:7]=[CH:8][CH:9]=1)([O-:3])=[O:2]. Given the reactants [N+:1]([C:4]1[CH:5]=[C:6]([NH:10][C:11]2[N:18]=[CH:17][CH:16]=[CH:15][C:12]=2[CH:13]=O)[CH:7]=[CH:8][CH:9]=1)([O-:3])=[O:2].[N:19]1[CH:24]=[CH:23][CH:22]=[C:21]([CH2:25][CH2:26][CH2:27][CH2:28][C:29](OCC)=[O:30])[N:20]=1.[Li+].CC([N-]C(C)C)C, predict the reaction product. (2) Given the reactants [N+:1]([C:4]1[CH:5]=[N:6][CH:7]=[CH:8][C:9]=1[CH2:10][C:11]([O:13][CH2:14][CH3:15])=[O:12])([O-:3])=[O:2].C[O-].[Na+].O, predict the reaction product. The product is: [N+:1]([C:4]1[CH:5]=[N:6][CH:7]=[CH:8][C:9]=1[C:10]1([C:11]([O:13][CH2:14][CH3:15])=[O:12])[CH2:8][CH2:9][CH2:4][CH2:5]1)([O-:3])=[O:2]. (3) Given the reactants [BrH:1].[NH2:2][C:3]1[CH:23]=[CH:22][C:6]2[CH2:7][CH2:8][N:9](C(OCC3C=CC=CC=3)=O)[CH2:10][CH2:11][C:5]=2[CH:4]=1, predict the reaction product. The product is: [BrH:1].[BrH:1].[CH2:7]1[C:6]2[CH:22]=[CH:23][C:3]([NH2:2])=[CH:4][C:5]=2[CH2:11][CH2:10][NH:9][CH2:8]1. (4) Given the reactants [C:1]([O:5][C:6]([NH:8][C@H:9]([C:23]([O:25][CH3:26])=[O:24])[CH2:10][C:11]1[CH:16]=[CH:15][C:14]([C:17]2[CH2:18][CH2:19][O:20][CH2:21][CH:22]=2)=[CH:13][CH:12]=1)=[O:7])([CH3:4])([CH3:3])[CH3:2], predict the reaction product. The product is: [C:1]([O:5][C:6]([NH:8][C@H:9]([C:23]([O:25][CH3:26])=[O:24])[CH2:10][C:11]1[CH:16]=[CH:15][C:14]([CH:17]2[CH2:18][CH2:19][O:20][CH2:21][CH2:22]2)=[CH:13][CH:12]=1)=[O:7])([CH3:3])([CH3:4])[CH3:2]. (5) Given the reactants [H-].[Na+].[CH3:3][N:4]1[CH2:9][CH2:8][N:7]([C:10]2[CH:16]=[CH:15][C:13]([NH2:14])=[CH:12][CH:11]=2)[CH2:6][CH2:5]1.Cl[C:18]1[O:19][C:20]([C:23]2[CH:28]=[CH:27][CH:26]=[CH:25][CH:24]=2)=[CH:21][N:22]=1, predict the reaction product. The product is: [CH3:3][N:4]1[CH2:5][CH2:6][N:7]([C:10]2[CH:16]=[CH:15][C:13]([NH:14][C:18]3[O:19][C:20]([C:23]4[CH:28]=[CH:27][CH:26]=[CH:25][CH:24]=4)=[CH:21][N:22]=3)=[CH:12][CH:11]=2)[CH2:8][CH2:9]1.